The task is: Predict which catalyst facilitates the given reaction.. This data is from Catalyst prediction with 721,799 reactions and 888 catalyst types from USPTO. Reactant: [OH:1][C:2]1[C:7]([C:8]([NH:10][CH2:11][C:12]2[C:21]3[C:16](=[CH:17][CH:18]=[CH:19][CH:20]=3)[CH:15]=[CH:14][CH:13]=2)=[O:9])=[CH:6][N:5]=[C:4]([CH2:22][OH:23])[N:3]=1. Product: [CH:22]([C:4]1[N:3]=[C:2]([OH:1])[C:7]([C:8]([NH:10][CH2:11][C:12]2[C:21]3[C:16](=[CH:17][CH:18]=[CH:19][CH:20]=3)[CH:15]=[CH:14][CH:13]=2)=[O:9])=[CH:6][N:5]=1)=[O:23]. The catalyst class is: 2.